Dataset: Forward reaction prediction with 1.9M reactions from USPTO patents (1976-2016). Task: Predict the product of the given reaction. (1) The product is: [CH3:33][S:34]([O:1][CH2:2][C:3]1[CH:12]=[C:11]2[C:6]([CH:7]=[C:8]([C:14]3[N:15]=[C:16]4[CH:21]=[CH:20][C:19]([CH3:22])=[CH:18][N:17]4[CH:23]=3)[C:9](=[O:13])[O:10]2)=[CH:5][CH:4]=1)(=[O:36])=[O:35]. Given the reactants [OH:1][CH2:2][C:3]1[CH:12]=[C:11]2[C:6]([CH:7]=[C:8]([C:14]3[N:15]=[C:16]4[CH:21]=[CH:20][C:19]([CH3:22])=[CH:18][N:17]4[CH:23]=3)[C:9](=[O:13])[O:10]2)=[CH:5][CH:4]=1.C(N(CC)C(C)C)(C)C.[CH3:33][S:34](Cl)(=[O:36])=[O:35], predict the reaction product. (2) Given the reactants [CH2:1]([OH:14])[CH2:2][CH2:3][CH2:4][CH2:5][CH2:6][CH:7]([OH:13])[CH2:8][CH2:9][CH2:10][C:11]#[CH:12].CC1(C)N([O])C(C)(C)CCC1.C([O-])([O-])=O.[K+].[K+].C([O-])([O-])=O.[Na+].[Na+].ClNC(=O)CCC(N)=O, predict the reaction product. The product is: [OH:13][CH:7]([CH2:8][CH2:9][CH2:10][C:11]#[CH:12])[CH2:6][CH2:5][CH2:4][CH2:3][CH2:2][CH:1]=[O:14]. (3) Given the reactants [C:1]([O:5][C@@H:6]([C:11]1[C:26]([CH3:27])=[CH:25][C:14]2[N:15]=[C:16]([C:18]3[CH:23]=[CH:22][N:21]=[C:20](Cl)[N:19]=3)[S:17][C:13]=2[C:12]=1[C:28]1[CH:33]=[CH:32][C:31]([Cl:34])=[CH:30][CH:29]=1)[C:7]([O:9][CH3:10])=[O:8])([CH3:4])([CH3:3])[CH3:2].[C:35]([N:42]1[CH2:47][CH2:46][NH:45][CH2:44][C@H:43]1[CH3:48])([O:37][C:38]([CH3:41])([CH3:40])[CH3:39])=[O:36].C(N(CC)CC)C, predict the reaction product. The product is: [C:1]([O:5][C@@H:6]([C:11]1[C:26]([CH3:27])=[CH:25][C:14]2[N:15]=[C:16]([C:18]3[CH:23]=[CH:22][N:21]=[C:20]([N:45]4[CH2:46][CH2:47][N:42]([C:35]([O:37][C:38]([CH3:41])([CH3:40])[CH3:39])=[O:36])[C@H:43]([CH3:48])[CH2:44]4)[N:19]=3)[S:17][C:13]=2[C:12]=1[C:28]1[CH:33]=[CH:32][C:31]([Cl:34])=[CH:30][CH:29]=1)[C:7]([O:9][CH3:10])=[O:8])([CH3:4])([CH3:3])[CH3:2]. (4) Given the reactants [CH2:1]([C:3]1[N:8]([C:9]2[CH:14]=[CH:13][C:12]([O:15][CH:16]3[CH2:21][CH2:20][CH2:19][CH:18]([OH:22])[CH2:17]3)=[CH:11][CH:10]=2)[C:7](=[O:23])[C:6]([CH2:24][C:25]2[CH:30]=[CH:29][C:28]([C:31]3[CH:36]=[CH:35][CH:34]=[CH:33][C:32]=3[C:37]3[NH:41][C:40](=[O:42])[O:39][N:38]=3)=[CH:27][CH:26]=2)=[C:5]([CH2:43][CH2:44][CH3:45])[N:4]=1)[CH3:2].CC(OI1(OC(C)=O)(OC(C)=O)OC(=O)C2C1=CC=CC=2)=O, predict the reaction product. The product is: [CH2:1]([C:3]1[N:8]([C:9]2[CH:10]=[CH:11][C:12]([O:15][CH:16]3[CH2:21][CH2:20][CH2:19][C:18](=[O:22])[CH2:17]3)=[CH:13][CH:14]=2)[C:7](=[O:23])[C:6]([CH2:24][C:25]2[CH:30]=[CH:29][C:28]([C:31]3[CH:36]=[CH:35][CH:34]=[CH:33][C:32]=3[C:37]3[NH:41][C:40](=[O:42])[O:39][N:38]=3)=[CH:27][CH:26]=2)=[C:5]([CH2:43][CH2:44][CH3:45])[N:4]=1)[CH3:2]. (5) Given the reactants [O:1]=[C:2]1[N:11]([CH:12]2[CH2:17][CH2:16][N:15](C(OC(C)(C)C)=O)[CH2:14][CH2:13]2)[C@@H:10]2[C@H:5]([CH2:6][CH2:7][CH2:8][CH2:9]2)[CH2:4][O:3]1.Cl, predict the reaction product. The product is: [NH:15]1[CH2:16][CH2:17][CH:12]([N:11]2[C:2](=[O:1])[O:3][CH2:4][C@@H:5]3[C@@H:10]2[CH2:9][CH2:8][CH2:7][CH2:6]3)[CH2:13][CH2:14]1.